This data is from Forward reaction prediction with 1.9M reactions from USPTO patents (1976-2016). The task is: Predict the product of the given reaction. Given the reactants [Br:1][C:2]1[N:3]=[C:4]2[C:10]([C:11](=O)[C:12]#[C:13][C:14]([C:20]3[CH:25]=[CH:24][CH:23]=[C:22]([F:26])[CH:21]=3)([O:16][CH2:17][O:18][CH3:19])[CH3:15])=[CH:9][N:8](C(OC(C)(C)C)=O)[C:5]2=[N:6][CH:7]=1.C([O-])([O-])=O.[K+].[K+].C(=O)([O-])[O-].[NH2:45][C:46]([NH2:48])=[NH2+:47].NC(N)=[NH2+].C(OCC)(=O)C, predict the reaction product. The product is: [Br:1][C:2]1[N:3]=[C:4]2[C:10]([C:11]3[CH:12]=[C:13]([C:14]([C:20]4[CH:25]=[CH:24][CH:23]=[C:22]([F:26])[CH:21]=4)([O:16][CH2:17][O:18][CH3:19])[CH3:15])[N:47]=[C:46]([NH2:48])[N:45]=3)=[CH:9][NH:8][C:5]2=[N:6][CH:7]=1.